Dataset: Forward reaction prediction with 1.9M reactions from USPTO patents (1976-2016). Task: Predict the product of the given reaction. The product is: [CH3:1][C:2]1[N:7]=[CH:6][C:5]([CH2:8][CH2:9][CH2:10][CH2:11][NH2:12])=[CH:4][CH:3]=1. Given the reactants [CH3:1][C:2]1[N:7]=[CH:6][C:5]([CH2:8][CH2:9][CH2:10][CH2:11][N:12]2C(=O)C3C(=CC=CC=3)C2=O)=[CH:4][CH:3]=1.NN, predict the reaction product.